From a dataset of Catalyst prediction with 721,799 reactions and 888 catalyst types from USPTO. Predict which catalyst facilitates the given reaction. Reactant: O1CCCC1.[Br:6]N1C(=O)CCC1=O.[Cl:14][C:15]1[C:16]2[NH:23][CH:22]=[CH:21][C:17]=2[N:18]=[CH:19][N:20]=1. Product: [Br:6][C:21]1[C:17]2[N:18]=[CH:19][N:20]=[C:15]([Cl:14])[C:16]=2[NH:23][CH:22]=1. The catalyst class is: 13.